Predict the reactants needed to synthesize the given product. From a dataset of Full USPTO retrosynthesis dataset with 1.9M reactions from patents (1976-2016). (1) Given the product [F:1][C:2]1[CH:8]=[C:7]([O:9][C:10]2[C:11]3[N:18]([CH3:19])[CH:17]=[CH:16][C:12]=3[N:13]=[CH:14][N:15]=2)[CH:6]=[CH:5][C:3]=1[NH:4][C:39]([NH:38][C:29]1[CH:30]=[C:31]([C:34]([F:35])([F:37])[F:36])[CH:32]=[CH:33][C:28]=1[F:27])=[O:40], predict the reactants needed to synthesize it. The reactants are: [F:1][C:2]1[CH:8]=[C:7]([O:9][C:10]2[C:11]3[N:18]([CH3:19])[CH:17]=[CH:16][C:12]=3[N:13]=[CH:14][N:15]=2)[CH:6]=[CH:5][C:3]=1[NH2:4].C(N(CC)CC)C.[F:27][C:28]1[CH:33]=[CH:32][C:31]([C:34]([F:37])([F:36])[F:35])=[CH:30][C:29]=1[N:38]=[C:39]=[O:40]. (2) Given the product [CH3:11][C:10]([CH3:13])([CH3:12])[CH2:9][C:7]1[N:8]=[C:3]([CH2:2][O:30][C:27]2[CH:28]=[CH:29][C:24]([F:23])=[C:25]([CH2:31][CH2:32][C:33]([O:35][CH2:36][CH3:37])=[O:34])[CH:26]=2)[CH:4]=[CH:5][C:6]=1[C:14]1[CH:19]=[C:18]([O:20][CH3:21])[CH:17]=[CH:16][C:15]=1[F:22], predict the reactants needed to synthesize it. The reactants are: Cl[CH2:2][C:3]1[N:8]=[C:7]([CH2:9][C:10]([CH3:13])([CH3:12])[CH3:11])[C:6]([C:14]2[CH:19]=[C:18]([O:20][CH3:21])[CH:17]=[CH:16][C:15]=2[F:22])=[CH:5][CH:4]=1.[F:23][C:24]1[CH:29]=[CH:28][C:27]([OH:30])=[CH:26][C:25]=1[CH2:31][CH2:32][C:33]([O:35][CH2:36][CH3:37])=[O:34].C(=O)([O-])[O-].[Cs+].[Cs+].C(OCC)(=O)C. (3) The reactants are: [CH:1]([C:3]1[C:12]([OH:13])=[CH:11][CH:10]=[C:9]2[C:4]=1[CH:5]=[CH:6][C:7]([CH:14]=[CH:15][C:16]([OH:18])=O)=[CH:8]2)=[O:2].ON1C2C=CC=CC=2N=N1.[NH:29]1[CH2:34][CH2:33][O:32][CH2:31][CH2:30]1.C(N(CC)CC)C.Cl.C(N=C=NCCCN(C)C)C.Cl. Given the product [OH:13][C:12]1[CH:11]=[CH:10][C:9]2[C:4](=[CH:5][CH:6]=[C:7]([CH:14]=[CH:15][C:16]([N:29]3[CH2:34][CH2:33][O:32][CH2:31][CH2:30]3)=[O:18])[CH:8]=2)[C:3]=1[CH:1]=[O:2], predict the reactants needed to synthesize it. (4) Given the product [CH2:1]([O:8][C:9]([N:11]1[CH2:17][CH2:16][C:15](=[O:18])[N:14]([CH:19]([CH2:30][O:31][CH3:32])[CH2:20][CH2:21][O:22][Si:23]([C:26]([CH3:28])([CH3:27])[CH3:29])([CH3:25])[CH3:24])[CH2:13][CH2:12]1)=[O:10])[C:2]1[CH:3]=[CH:4][CH:5]=[CH:6][CH:7]=1, predict the reactants needed to synthesize it. The reactants are: [CH2:1]([O:8][C:9]([N:11]1[CH2:17][CH2:16][C:15](=[O:18])[N:14]([CH:19]([CH2:30][OH:31])[CH2:20][CH2:21][O:22][Si:23]([C:26]([CH3:29])([CH3:28])[CH3:27])([CH3:25])[CH3:24])[CH2:13][CH2:12]1)=[O:10])[C:2]1[CH:7]=[CH:6][CH:5]=[CH:4][CH:3]=1.[CH3:32]I.[H-].[Na+]. (5) Given the product [NH2:1][C:2]1[C:3]2[N:4]([C:8]([CH:25]3[CH2:28][CH:27]([CH2:29][O:30][S:38]([C:41]4[CH:47]=[CH:46][C:44]([CH3:45])=[CH:43][CH:42]=4)(=[O:39])=[O:37])[CH2:26]3)=[N:9][C:10]=2[C:11]2[CH:16]=[CH:15][CH:14]=[C:13]([O:17][CH2:18][C:19]3[CH:20]=[CH:21][CH:22]=[CH:23][CH:24]=3)[CH:12]=2)[CH:5]=[CH:6][N:7]=1, predict the reactants needed to synthesize it. The reactants are: [NH2:1][C:2]1[C:3]2[N:4]([C:8]([CH:25]3[CH2:28][CH:27]([CH2:29][OH:30])[CH2:26]3)=[N:9][C:10]=2[C:11]2[CH:16]=[CH:15][CH:14]=[C:13]([O:17][CH2:18][C:19]3[CH:24]=[CH:23][CH:22]=[CH:21][CH:20]=3)[CH:12]=2)[CH:5]=[CH:6][N:7]=1.N1C=CC=CC=1.[O:37](S(C1C=CC(C)=CC=1)(=O)=O)[S:38]([C:41]1[CH:47]=[CH:46][C:44]([CH3:45])=[CH:43][CH:42]=1)(=O)=[O:39]. (6) Given the product [CH3:16][CH:15]([N:1]1[CH2:6][CH2:5][O:4][CH2:3][CH:2]1[C:7]([NH2:9])=[O:8])[CH3:17], predict the reactants needed to synthesize it. The reactants are: [NH:1]1[CH2:6][CH2:5][O:4][CH2:3][CH:2]1[C:7]([NH2:9])=[O:8].C(=O)([O-])O.[Na+].[CH:15](I)([CH3:17])[CH3:16].